This data is from Forward reaction prediction with 1.9M reactions from USPTO patents (1976-2016). The task is: Predict the product of the given reaction. Given the reactants [CH2:1]([CH:3]1[C:12]2=[CH:13][N:14]=[CH:15][CH:16]=[C:11]2[C:10]2[CH:9]=[CH:8][C:7]([O:17][CH2:18][C@@H:19]([N:24]3C(=O)C4C(=CC=CC=4)C3=O)[CH2:20][CH:21]([CH3:23])[CH3:22])=[CH:6][C:5]=2[O:4]1)[CH3:2].NN, predict the reaction product. The product is: [CH2:1]([CH:3]1[C:12]2=[CH:13][N:14]=[CH:15][CH:16]=[C:11]2[C:10]2[CH:9]=[CH:8][C:7]([O:17][CH2:18][C@@H:19]([NH2:24])[CH2:20][CH:21]([CH3:23])[CH3:22])=[CH:6][C:5]=2[O:4]1)[CH3:2].